Dataset: Full USPTO retrosynthesis dataset with 1.9M reactions from patents (1976-2016). Task: Predict the reactants needed to synthesize the given product. (1) Given the product [CH3:1][C:2]1[N:11]=[C:10]([NH:12][C:13]2[CH:14]=[N:15][CH:16]=[CH:17][CH:18]=2)[C:9]2[CH2:8][CH2:7][C@H:6]3[C@H:19]([CH3:26])[C:20](=[O:25])[C:21]([C:23]#[N:24])=[CH:22][C@:5]3([C:27]3[CH:28]=[CH:29][CH:30]=[CH:31][CH:32]=3)[C:4]=2[N:3]=1, predict the reactants needed to synthesize it. The reactants are: [CH3:1][C:2]1[N:11]=[C:10]([NH:12][C:13]2[CH:14]=[N:15][CH:16]=[CH:17][CH:18]=2)[C:9]2[CH2:8][CH2:7][C@H:6]3[C@H:19]([CH3:26])[C:20](=[O:25])[CH:21]([C:23]#[N:24])[CH2:22][C@:5]3([C:27]3[CH:32]=[CH:31][CH:30]=[CH:29][CH:28]=3)[C:4]=2[N:3]=1.ClC1C(=O)C(C#N)=C(C#N)C(=O)C=1Cl. (2) Given the product [I:26][CH2:17][CH2:16][C:13]1[CH:14]=[CH:15][C:9]2[O:8][C:7]([C:1]3[CH:6]=[CH:5][CH:4]=[CH:3][CH:2]=3)=[CH:11][C:10]=2[CH:12]=1, predict the reactants needed to synthesize it. The reactants are: [C:1]1([C:7]2[O:8][C:9]3[CH:15]=[CH:14][C:13]([CH2:16][CH2:17]O)=[CH:12][C:10]=3[CH:11]=2)[CH:6]=[CH:5][CH:4]=[CH:3][CH:2]=1.C1C(=O)N([I:26])C(=O)C1.C1(P(C2C=CC=CC=2)C2C=CC=CC=2)C=CC=CC=1.